Task: Predict which catalyst facilitates the given reaction.. Dataset: Catalyst prediction with 721,799 reactions and 888 catalyst types from USPTO (1) Reactant: N(C(C)(C)C#N)=NC(C)(C)C#N.Cl.Cl.[N:15]([C:24]([CH3:30])([CH3:29])[C:25](=[NH:28])[O:26][CH3:27])=[N:16][C:17]([CH3:23])([CH3:22])[C:18]([O:20][CH3:21])=[NH:19].N. Product: [N:15]([C:24]([CH3:30])([CH3:29])[C:25](=[NH:28])[O:26][CH3:27])=[N:16][C:17]([CH3:23])([CH3:22])[C:18]([O:20][CH3:21])=[NH:19]. The catalyst class is: 224. (2) Reactant: [F:1][C:2]([F:14])([F:13])[C:3]1[CH:8]=[CH:7][C:6]([CH2:9][C:10]([OH:12])=O)=[CH:5][CH:4]=1.[C:15]([O:19][C:20]([N:22]1[CH2:27][CH2:26][C:25]2[N:28]([CH3:47])[C:29]([C:31]3[C:36]([C:37]#[C:38][C:39]4[CH:44]=[CH:43][CH:42]=[C:41]([NH2:45])[CH:40]=4)=[CH:35][N:34]=[C:33]([NH2:46])[N:32]=3)=[CH:30][C:24]=2[C:23]1=[O:48])=[O:21])([CH3:18])([CH3:17])[CH3:16].CN(C(ON1N=NC2C=CC=CC1=2)=[N+](C)C)C.[B-](F)(F)(F)F.CCN(C(C)C)C(C)C.C([O-])(O)=O.[Na+]. Product: [C:15]([O:19][C:20]([N:22]1[CH2:27][CH2:26][C:25]2[N:28]([CH3:47])[C:29]([C:31]3[C:36]([C:37]#[C:38][C:39]4[CH:44]=[CH:43][CH:42]=[C:41]([NH:45][C:10](=[O:12])[CH2:9][C:6]5[CH:5]=[CH:4][C:3]([C:2]([F:1])([F:14])[F:13])=[CH:8][CH:7]=5)[CH:40]=4)=[CH:35][N:34]=[C:33]([NH2:46])[N:32]=3)=[CH:30][C:24]=2[C:23]1=[O:48])=[O:21])([CH3:18])([CH3:17])[CH3:16]. The catalyst class is: 3. (3) Reactant: [NH2:1][CH2:2][CH2:3][CH2:4][O:5][CH2:6][CH2:7][CH2:8][CH2:9][CH2:10][O:11][C:12]1[CH:38]=[CH:37][C:15]([C:16]([NH:18][C@H:19]2[C:22]([CH3:24])([CH3:23])[C@H:21]([O:25][C:26]3[CH:31]=[CH:30][C:29]([C:32]#[N:33])=[C:28]([Cl:34])[CH:27]=3)[C:20]2([CH3:36])[CH3:35])=[O:17])=[CH:14][CH:13]=1.C(N(C(C)C)CC)(C)C.[O:48]=[C:49]1[CH:54]([N:55]2[C:63](=[O:64])[C:62]3[C:57](=[CH:58][CH:59]=[CH:60][C:61]=3F)[C:56]2=[O:66])[CH2:53][CH2:52][C:51](=[O:67])[NH:50]1. Product: [O:48]=[C:49]1[CH:54]([N:55]2[C:63](=[O:64])[C:62]3[C:57](=[CH:58][CH:59]=[CH:60][C:61]=3[NH:1][CH2:2][CH2:3][CH2:4][O:5][CH2:6][CH2:7][CH2:8][CH2:9][CH2:10][O:11][C:12]3[CH:38]=[CH:37][C:15]([C:16]([NH:18][C@H:19]4[C:20]([CH3:36])([CH3:35])[C@H:21]([O:25][C:26]5[CH:31]=[CH:30][C:29]([C:32]#[N:33])=[C:28]([Cl:34])[CH:27]=5)[C:22]4([CH3:24])[CH3:23])=[O:17])=[CH:14][CH:13]=3)[C:56]2=[O:66])[CH2:53][CH2:52][C:51](=[O:67])[NH:50]1. The catalyst class is: 225. (4) Reactant: [CH2:1]([O:3][C:4]([C:6]([CH3:21])([O:8][C:9]1[CH:14]=[CH:13][C:12]([CH2:15][CH2:16][CH2:17][C:18]([OH:20])=O)=[CH:11][CH:10]=1)[CH3:7])=[O:5])[CH3:2].C(Cl)(=O)C(Cl)=O.CN(C)C=O.CS(O)(=O)=O.[CH2:38]([NH:41][C:42]([N:44]([CH2:46][C:47]1[CH:52]=[CH:51][CH:50]=[CH:49][CH:48]=1)[NH2:45])=[O:43])[CH2:39][CH3:40].N1C=CC=CC=1. Product: [CH2:1]([O:3][C:4]([C:6]([CH3:7])([O:8][C:9]1[CH:10]=[CH:11][C:12]([CH2:15][CH2:16][CH2:17][C:18]([NH:45][N:44]([CH2:46][C:47]2[CH:48]=[CH:49][CH:50]=[CH:51][CH:52]=2)[C:42]([NH:41][CH2:38][CH2:39][CH3:40])=[O:43])=[O:20])=[CH:13][CH:14]=1)[CH3:21])=[O:5])[CH3:2]. The catalyst class is: 13.